The task is: Predict the reaction yield, written as a fraction of the theoretical maximum amount of product (1.0 means a 100% yield; for example, 0.34 means a 34% yield).. This data is from Reaction yield outcomes from USPTO patents with 853,638 reactions. (1) The reactants are [CH2:1]([O:3][CH:4]([O:13][CH2:14][CH3:15])[C:5]1[CH:12]=[CH:11][C:8]([CH:9]=O)=[CH:7][CH:6]=1)[CH3:2].[CH3:16][NH:17][CH3:18].O.[BH4-].[Na+]. The catalyst is CO. The product is [CH2:1]([O:3][CH:4]([O:13][CH2:14][CH3:15])[C:5]1[CH:12]=[CH:11][C:8]([CH2:9][N:17]([CH3:18])[CH3:16])=[CH:7][CH:6]=1)[CH3:2]. The yield is 0.900. (2) The reactants are S(=O)(=O)(O)[OH:2].[NH2:6][C:7]1[CH:12]=[CH:11][C:10]([CH2:13][C:14]#[N:15])=[C:9]([CH3:16])[CH:8]=1. The catalyst is C(=O)(O)[O-].[Na+]. The product is [NH2:6][C:7]1[CH:12]=[CH:11][C:10]([CH2:13][C:14]([NH2:15])=[O:2])=[C:9]([CH3:16])[CH:8]=1. The yield is 0.500.